Predict the product of the given reaction. From a dataset of Forward reaction prediction with 1.9M reactions from USPTO patents (1976-2016). (1) Given the reactants [CH3:1][NH:2][C:3]1[CH:4]=[CH:5][C:6]2[NH:7][C:8]3[C:13]([S:14][C:15]=2[CH:16]=1)=[CH:12][C:11]([NH:17][CH3:18])=[CH:10][CH:9]=3.[C:19](OC(=O)C)(=[O:21])[CH3:20], predict the reaction product. The product is: [CH3:1][NH:2][C:3]1[CH:4]=[CH:5][C:6]2[N:7]([C:19](=[O:21])[CH3:20])[C:8]3[C:13]([S:14][C:15]=2[CH:16]=1)=[CH:12][C:11]([NH:17][CH3:18])=[CH:10][CH:9]=3. (2) The product is: [CH3:14][O:15][C:16]1[CH:21]=[CH:20][CH:19]=[C:18]([C:22]([N:24]2[CH2:28][CH2:27][CH2:26][CH2:25]2)=[O:23])[C:17]=1[B:30]([OH:33])[OH:31]. Given the reactants [Li]C(CC)C.CN(CCN(C)C)C.[CH3:14][O:15][C:16]1[CH:17]=[C:18]([C:22]([N:24]2[CH2:28][CH2:27][CH2:26][CH2:25]2)=[O:23])[CH:19]=[CH:20][CH:21]=1.[Li].[B:30](OC)([O:33]C)[O:31]C, predict the reaction product. (3) Given the reactants [OH-].[K+].[CH2:3]([C:5]([S:26]([CH3:29])(=[O:28])=[O:27])([CH2:11][CH2:12][N:13]1[CH:18]=[CH:17][C:16]([C:19]2[CH:24]=[CH:23][CH:22]=[CH:21][CH:20]=2)=[CH:15][C:14]1=[O:25])[C:6]([O:8]CC)=[O:7])[CH3:4].O1CCCC1CO.O.Cl, predict the reaction product. The product is: [CH2:3]([C:5]([S:26]([CH3:29])(=[O:28])=[O:27])([CH2:11][CH2:12][N:13]1[CH:18]=[CH:17][C:16]([C:19]2[CH:24]=[CH:23][CH:22]=[CH:21][CH:20]=2)=[CH:15][C:14]1=[O:25])[C:6]([OH:8])=[O:7])[CH3:4]. (4) Given the reactants [F:1][C:2]1[CH:3]=[C:4]([OH:12])[C:5]([N+:9]([O-:11])=[O:10])=[C:6]([F:8])[CH:7]=1.C(=O)([O-])[O-].[K+].[K+].[CH2:19]([CH:21]1[O:23][CH2:22]1)Br.O, predict the reaction product. The product is: [F:8][C:6]1[C:5]([N+:9]([O-:11])=[O:10])=[C:4]([CH:3]=[C:2]([F:1])[CH:7]=1)[O:12][CH2:19][CH:21]1[CH2:22][O:23]1. (5) Given the reactants [NH2:1][C:2]([NH:4][C:5]1[S:6][C:7]([C:13]2[CH:18]=[CH:17][C:16]([CH:19]=O)=[CH:15][CH:14]=2)=[CH:8][C:9]=1[C:10]([NH2:12])=[O:11])=[O:3].[CH3:21][N:22]1[CH2:27][CH2:26][NH:25][CH2:24][CH2:23]1.C(OCC)(OCC)OCC.C([BH3-])#N.[N-]=C=O, predict the reaction product. The product is: [NH2:1][C:2]([NH:4][C:5]1[S:6][C:7]([C:13]2[CH:14]=[CH:15][C:16]([CH2:19][N:25]3[CH2:26][CH2:27][N:22]([CH3:21])[CH2:23][CH2:24]3)=[CH:17][CH:18]=2)=[CH:8][C:9]=1[C:10]([NH2:12])=[O:11])=[O:3]. (6) Given the reactants [CH3:1][C:2]1[O:6][N:5]=[C:4]([C:7]2[CH:12]=[CH:11][CH:10]=[CH:9][CH:8]=2)[C:3]=1[C:13]1[N:14]=[CH:15][N:16]([C:18]2[CH:26]=[CH:25][C:21]([C:22]([OH:24])=O)=[CH:20][CH:19]=2)[CH:17]=1.C(N=C=NCCCN(C)C)C.O[N:39]1[C:43]2[CH:44]=[CH:45][CH:46]=CC=2N=N1.C1(CN)CC1.C(N(CC)CC)C, predict the reaction product. The product is: [CH:44]1([CH2:43][NH:39][C:22](=[O:24])[C:21]2[CH:20]=[CH:19][C:18]([N:16]3[CH:17]=[C:13]([C:3]4[C:4]([C:7]5[CH:12]=[CH:11][CH:10]=[CH:9][CH:8]=5)=[N:5][O:6][C:2]=4[CH3:1])[N:14]=[CH:15]3)=[CH:26][CH:25]=2)[CH2:46][CH2:45]1.